This data is from Full USPTO retrosynthesis dataset with 1.9M reactions from patents (1976-2016). The task is: Predict the reactants needed to synthesize the given product. (1) Given the product [CH3:33][C:29]([CH3:34])([CH2:28][C:8]1[N:7]([CH2:6][C:5]2[CH:35]=[CH:36][C:2]([B:37]3[O:41][C:40]([CH3:43])([CH3:42])[C:39]([CH3:45])([CH3:44])[O:38]3)=[CH:3][CH:4]=2)[C:11]2[CH:12]=[CH:13][C:14]([O:16][CH2:17][C:18]3[CH:27]=[CH:26][C:25]4[C:20](=[CH:21][CH:22]=[CH:23][CH:24]=4)[N:19]=3)=[CH:15][C:10]=2[N:9]=1)[C:30]([OH:32])=[O:31], predict the reactants needed to synthesize it. The reactants are: Br[C:2]1[CH:36]=[CH:35][C:5]([CH2:6][N:7]2[C:11]3[CH:12]=[CH:13][C:14]([O:16][CH2:17][C:18]4[CH:27]=[CH:26][C:25]5[C:20](=[CH:21][CH:22]=[CH:23][CH:24]=5)[N:19]=4)=[CH:15][C:10]=3[N:9]=[C:8]2[CH2:28][C:29]([CH3:34])([CH3:33])[C:30]([OH:32])=[O:31])=[CH:4][CH:3]=1.[B:37]1([B:37]2[O:41][C:40]([CH3:43])([CH3:42])[C:39]([CH3:45])([CH3:44])[O:38]2)[O:41][C:40]([CH3:43])([CH3:42])[C:39]([CH3:45])([CH3:44])[O:38]1.C(Cl)Cl.CC([O-])=O.[K+]. (2) Given the product [CH2:9]([N:16]1[CH2:21][CH2:20][C:19]2([O:22][CH2:4]2)[CH2:18][CH2:17]1)[C:10]1[CH:11]=[CH:12][CH:13]=[CH:14][CH:15]=1, predict the reactants needed to synthesize it. The reactants are: [H-].[Na+].[I-].[CH3:4][S+](C)(C)=O.[CH2:9]([N:16]1[CH2:21][CH2:20][C:19](=[O:22])[CH2:18][CH2:17]1)[C:10]1[CH:15]=[CH:14][CH:13]=[CH:12][CH:11]=1. (3) Given the product [CH3:25][C:17]1([CH3:26])[CH2:18][CH2:19][C:20]([CH3:23])([CH3:24])[C:21]2[CH2:22][C:14]([CH2:27][CH2:28][CH2:29][CH2:30][CH3:31])([C:12]([NH:11][C:8]3[CH:9]=[CH:10][C:5]([C:4]([OH:32])=[O:3])=[CH:6][N:7]=3)=[O:13])[CH2:15][C:16]1=2, predict the reactants needed to synthesize it. The reactants are: C([O:3][C:4](=[O:32])[C:5]1[CH:10]=[CH:9][C:8]([NH:11][C:12]([C:14]2([CH2:27][CH2:28][CH2:29][CH2:30][CH3:31])[CH2:22][C:21]3[C:20]([CH3:24])([CH3:23])[CH2:19][CH2:18][C:17]([CH3:26])([CH3:25])[C:16]=3[CH2:15]2)=[O:13])=[N:7][CH:6]=1)C.[OH-].[K+].Cl. (4) Given the product [C:5]([O:9][C:10]([NH:12][C@H:13]1[CH2:14][CH2:15][C@H:16]([N:19]2[C:29](=[O:28])[C:24]3[C:25](=[CH:31][CH:32]=[CH:33][C:23]=3[N+:20]([O-:22])=[O:21])[C:26]2=[O:27])[CH2:17][CH2:18]1)=[O:11])([CH3:8])([CH3:6])[CH3:7], predict the reactants needed to synthesize it. The reactants are: C(Cl)(Cl)Cl.[C:5]([O:9][C:10]([NH:12][C@H:13]1[CH2:18][CH2:17][C@H:16]([NH2:19])[CH2:15][CH2:14]1)=[O:11])([CH3:8])([CH3:7])[CH3:6].[N+:20]([C:23]1[CH:33]=[CH:32][CH:31]=[C:25]2[C:26]([O:28][C:29](=O)[C:24]=12)=[O:27])([O-:22])=[O:21].C(N1C=CN=C1)(N1C=CN=C1)=O. (5) Given the product [C:20]([C:24]1[CH:29]=[CH:28][C:27]([S:30]([N:17]([C:16]2[CH:18]=[CH:19][C:13]([CH2:11][CH3:12])=[CH:14][CH:15]=2)[CH2:2][C:3]([N:8]([CH2:9][CH3:10])[CH2:6][CH3:7])=[O:4])(=[O:32])=[O:31])=[CH:26][CH:25]=1)([CH3:23])([CH3:21])[CH3:22], predict the reactants needed to synthesize it. The reactants are: Br[CH2:2][C:3](Br)=[O:4].[CH2:6]([NH:8][CH2:9][CH3:10])[CH3:7].[CH2:11]([C:13]1[CH:19]=[CH:18][C:16]([NH2:17])=[CH:15][CH:14]=1)[CH3:12].[C:20]([C:24]1[CH:29]=[CH:28][C:27]([S:30](Cl)(=[O:32])=[O:31])=[CH:26][CH:25]=1)([CH3:23])([CH3:22])[CH3:21]. (6) Given the product [Cl:17][C:18]1[CH:23]=[CH:22][CH:21]=[CH:20][C:19]=1[N:24]1[CH2:29][CH2:28][N:27]([CH2:14][CH2:13][CH2:12][CH:10]2[O:9][N:8]=[C:7]([C:1]3[CH:6]=[CH:5][CH:4]=[CH:3][CH:2]=3)[CH2:11]2)[CH2:26][CH2:25]1, predict the reactants needed to synthesize it. The reactants are: [C:1]1([C:7]2[CH2:11][CH:10]([CH2:12][CH2:13][CH:14]=O)[O:9][N:8]=2)[CH:6]=[CH:5][CH:4]=[CH:3][CH:2]=1.Cl.[Cl:17][C:18]1[CH:23]=[CH:22][CH:21]=[CH:20][C:19]=1[N:24]1[CH2:29][CH2:28][NH:27][CH2:26][CH2:25]1.[BH-](OC(C)=O)(OC(C)=O)OC(C)=O.[Na+].C(N(C(C)C)CC)(C)C. (7) Given the product [Cl:26][C:23]1[S:22][C:21]([C:9]2[C:8]([C:27]3[CH:28]=[CH:29][N:30]=[CH:31][CH:32]=3)=[C:7]([CH:39]3[CH2:38][CH2:34]3)[NH:11][N:10]=2)=[CH:25][CH:24]=1, predict the reactants needed to synthesize it. The reactants are: C(=O)([O-])O.[Na+].Br[C:7]1[N:11](CC2C=CC(OC)=CC=2)[N:10]=[C:9]([C:21]2[S:22][C:23]([Cl:26])=[CH:24][CH:25]=2)[C:8]=1[C:27]1[CH:32]=[CH:31][N:30]=[CH:29][CH:28]=1.Br[C:34]1[C:38]([C:39]2C=CN=CC=2)=C(C2SC(Cl)=CC=2)N(CC2C=CC(OC)=CC=2)N=1.C1(B(O)O)CC1.